This data is from Retrosynthesis with 50K atom-mapped reactions and 10 reaction types from USPTO. The task is: Predict the reactants needed to synthesize the given product. (1) Given the product CC1C(=O)NC(C)(C)N1C(=O)CNC(=O)OCc1ccccc1, predict the reactants needed to synthesize it. The reactants are: CC1NC(C)(C)NC1=O.O=C(O)CNC(=O)OCc1ccccc1. (2) Given the product Cc1ccc(-n2c3ccccc3c3ccccc32)cc1, predict the reactants needed to synthesize it. The reactants are: Cc1ccc(I)cc1.c1ccc2c(c1)[nH]c1ccccc12. (3) Given the product CC(C)(C)OC(=O)N[C@H]1C[C@H](O)C1, predict the reactants needed to synthesize it. The reactants are: CC(C)(C)OC(=O)N[C@H]1C[C@H](OC(=O)c2ccc([N+](=O)[O-])cc2)C1. (4) Given the product CCCCCCCCCCCCCCOc1ccc(C(=O)N(Cc2ccccn2)C(=O)c2ccccc2OC)cc1, predict the reactants needed to synthesize it. The reactants are: CCCCCCCCCCCCCCOc1ccc(C(=O)NCc2ccccn2)cc1.COc1ccccc1C(=O)Cl. (5) Given the product CN1CCN(Cc2ccc(-c3cc(Cn4cc5nc(-c6cccc(F)c6F)nc-5cn4)on3)cc2)CC1, predict the reactants needed to synthesize it. The reactants are: CN1CCN(Cc2ccc(-c3cc(CCl)on3)cc2)CC1.Fc1cccc(-c2nc3cn[nH]cc-3n2)c1F. (6) Given the product C=CCN1CCc2nc(CCC)n(Cc3ccc(-c4ccccc4C(=O)OC(C)(C)C)cc3)c2C1C(=O)OCC, predict the reactants needed to synthesize it. The reactants are: C=CCBr.CCCc1nc2c(n1Cc1ccc(-c3ccccc3C(=O)OC(C)(C)C)cc1)C(C(=O)OCC)NCC2.